This data is from NCI-60 drug combinations with 297,098 pairs across 59 cell lines. The task is: Regression. Given two drug SMILES strings and cell line genomic features, predict the synergy score measuring deviation from expected non-interaction effect. (1) Drug 1: C1C(C(OC1N2C=NC3=C(N=C(N=C32)Cl)N)CO)O. Drug 2: CCCCC(=O)OCC(=O)C1(CC(C2=C(C1)C(=C3C(=C2O)C(=O)C4=C(C3=O)C=CC=C4OC)O)OC5CC(C(C(O5)C)O)NC(=O)C(F)(F)F)O. Cell line: U251. Synergy scores: CSS=52.6, Synergy_ZIP=0.236, Synergy_Bliss=4.19, Synergy_Loewe=-0.689, Synergy_HSA=4.66. (2) Drug 1: C1=NC2=C(N1)C(=S)N=C(N2)N. Drug 2: C(CCl)NC(=O)N(CCCl)N=O. Cell line: NCI-H460. Synergy scores: CSS=36.3, Synergy_ZIP=-2.10, Synergy_Bliss=-3.81, Synergy_Loewe=-29.8, Synergy_HSA=-2.29. (3) Drug 1: C1CC(=O)NC(=O)C1N2CC3=C(C2=O)C=CC=C3N. Drug 2: CC1=C(N=C(N=C1N)C(CC(=O)N)NCC(C(=O)N)N)C(=O)NC(C(C2=CN=CN2)OC3C(C(C(C(O3)CO)O)O)OC4C(C(C(C(O4)CO)O)OC(=O)N)O)C(=O)NC(C)C(C(C)C(=O)NC(C(C)O)C(=O)NCCC5=NC(=CS5)C6=NC(=CS6)C(=O)NCCC[S+](C)C)O. Cell line: NCI/ADR-RES. Synergy scores: CSS=9.97, Synergy_ZIP=-4.66, Synergy_Bliss=-2.03, Synergy_Loewe=-2.98, Synergy_HSA=1.14.